This data is from Full USPTO retrosynthesis dataset with 1.9M reactions from patents (1976-2016). The task is: Predict the reactants needed to synthesize the given product. (1) Given the product [Cl-:10].[CH3:11][O:8][C:7]([C@:2]1([CH3:1])[CH2:3][CH2:4][CH2:5][NH2+:6]1)=[O:9], predict the reactants needed to synthesize it. The reactants are: [CH3:1][C@:2]1([C:7]([OH:9])=[O:8])[NH:6][CH2:5][CH2:4][CH2:3]1.[ClH:10].[CH3:11]O. (2) Given the product [Br:21][C:19]1[CH:20]=[C:16]([C:2]2[N:6]3[CH:7]=[CH:8][C:9]([C:11]([F:14])([F:13])[F:12])=[N:10][C:5]3=[N:4][CH:3]=2)[S:17][CH:18]=1, predict the reactants needed to synthesize it. The reactants are: Br[C:2]1[N:6]2[CH:7]=[CH:8][C:9]([C:11]([F:14])([F:13])[F:12])=[N:10][C:5]2=[N:4][CH:3]=1.Br[C:16]1[S:17][CH:18]=[C:19]([Br:21])[CH:20]=1.